From a dataset of HIV replication inhibition screening data with 41,000+ compounds from the AIDS Antiviral Screen. Binary Classification. Given a drug SMILES string, predict its activity (active/inactive) in a high-throughput screening assay against a specified biological target. The drug is CC(=O)OC(C)(C)C=CC(=O)C(C)(O)C1C(O)CC2(C)C3CC=C4C(C=C(OC5OC(CO)C(O)C(O)C5O)C(=O)C4(C)C)C3(C)C(=O)CC12C. The result is 0 (inactive).